Dataset: Peptide-MHC class II binding affinity with 134,281 pairs from IEDB. Task: Regression. Given a peptide amino acid sequence and an MHC pseudo amino acid sequence, predict their binding affinity value. This is MHC class II binding data. (1) The MHC is HLA-DPA10103-DPB10401 with pseudo-sequence HLA-DPA10103-DPB10401. The binding affinity (normalized) is 0.423. The peptide sequence is DAYVATLTEALRVIA. (2) The peptide sequence is VDVVLEHGGCVTTMA. The MHC is DRB3_0101 with pseudo-sequence DRB3_0101. The binding affinity (normalized) is 0.298. (3) The peptide sequence is AQLGYTIRQLERLLQ. The MHC is HLA-DPA10201-DPB10101 with pseudo-sequence HLA-DPA10201-DPB10101. The binding affinity (normalized) is 0.408. (4) The peptide sequence is PFPQPQQPFCQQPQR. The MHC is HLA-DQA10102-DQB10602 with pseudo-sequence HLA-DQA10102-DQB10602. The binding affinity (normalized) is 0.125. (5) The peptide sequence is LPRPPATPPPPPPPQ. The MHC is DRB1_0405 with pseudo-sequence DRB1_0405. The binding affinity (normalized) is 0.0260. (6) The peptide sequence is VKLVDANGKLHDKKS. The MHC is HLA-DQA10501-DQB10301 with pseudo-sequence HLA-DQA10501-DQB10301. The binding affinity (normalized) is 0.298. (7) The peptide sequence is LLLSTRDLA. The MHC is DRB1_0301 with pseudo-sequence DRB1_0301. The binding affinity (normalized) is 0.574. (8) The peptide sequence is YKFIPSLEAAVKQAY. The MHC is DRB1_1101 with pseudo-sequence DRB1_1101. The binding affinity (normalized) is 0.550. (9) The peptide sequence is EVDQTKIQYVIRAQL. The MHC is DRB4_0101 with pseudo-sequence DRB4_0103. The binding affinity (normalized) is 0.729. (10) The peptide sequence is YEGQRVVFIQPSPVRD. The MHC is HLA-DPA10201-DPB10501 with pseudo-sequence HLA-DPA10201-DPB10501. The binding affinity (normalized) is 0.345.